Predict the reactants needed to synthesize the given product. From a dataset of Full USPTO retrosynthesis dataset with 1.9M reactions from patents (1976-2016). (1) Given the product [CH2:2]1[C:3]2[C:8](=[CH:2][CH:3]=[CH:8][CH:7]=2)[CH2:7][CH2:6][NH:5]1, predict the reactants needed to synthesize it. The reactants are: F[C:2](F)(F)[C:3]1N=[N:5][C:6](Cl)=[CH:7][CH:8]=1.C(=O)([O-])[O-].[Cs+].[Cs+]. (2) Given the product [CH2:16]([N:19]1[C:27]2[C:22](=[CH:23][CH:24]=[C:25]([S:28]([NH2:31])(=[O:29])=[O:30])[CH:26]=2)[CH2:21][CH2:20]1)[CH3:17], predict the reactants needed to synthesize it. The reactants are: C(N1C2C(=CC(S(N)(=O)=O)=CC=2)CC1)C.[C:16]([N:19]1[C:27]2[C:22](=[CH:23][CH:24]=[C:25]([S:28]([NH2:31])(=[O:30])=[O:29])[CH:26]=2)[CH2:21][CH2:20]1)(=O)[CH3:17]. (3) Given the product [CH2:12]([N:6]1[CH2:7][C:2]([CH3:11])([CH3:1])[CH2:3][CH2:4][CH:5]1[C:8]([NH2:10])=[O:9])[C:13]1[CH:18]=[CH:17][CH:16]=[CH:15][CH:14]=1, predict the reactants needed to synthesize it. The reactants are: [CH3:1][C:2]1([CH3:11])[CH2:7][NH:6][CH:5]([C:8]([NH2:10])=[O:9])[CH2:4][CH2:3]1.[CH:12](=O)[C:13]1[CH:18]=[CH:17][CH:16]=[CH:15][CH:14]=1.C(O[BH-](OC(=O)C)OC(=O)C)(=O)C.[Na+]. (4) Given the product [F:1][C:2]1[CH:7]=[CH:6][CH:5]=[CH:4][C:3]=1[NH:8][C:9]1[O:13][C:12]([C:14]([NH:16][CH:17]2[CH2:18][CH2:19][N:20]([C:23]3[N:28]=[CH:27][C:26]([CH2:30][C:31]([O:33][CH3:34])=[O:32])=[CH:25][CH:24]=3)[CH2:21][CH2:22]2)=[O:15])=[N:11][N:10]=1, predict the reactants needed to synthesize it. The reactants are: [F:1][C:2]1[CH:7]=[CH:6][CH:5]=[CH:4][C:3]=1[NH:8][C:9]1[O:13][C:12]([C:14]([NH:16][CH:17]2[CH2:22][CH2:21][N:20]([C:23]3[N+:28]([O-])=[CH:27][C:26]([CH2:30][C:31]([O:33][CH3:34])=[O:32])=[CH:25][CH:24]=3)[CH2:19][CH2:18]2)=[O:15])=[N:11][N:10]=1.O.[Cl-].[NH4+]. (5) Given the product [CH3:1][O:2][C:3](=[O:21])[C@H:4]([CH2:13][C:14]1[CH:19]=[CH:18][C:17]([NH:20][C:25]([C:24]2[C:23]([Cl:22])=[CH:31][CH:30]=[CH:29][C:28]=2[Cl:32])=[O:26])=[CH:16][CH:15]=1)[NH:5][C:6]([O:8][C:9]([CH3:12])([CH3:10])[CH3:11])=[O:7], predict the reactants needed to synthesize it. The reactants are: [CH3:1][O:2][C:3](=[O:21])[C@H:4]([CH2:13][C:14]1[CH:19]=[CH:18][C:17]([NH2:20])=[CH:16][CH:15]=1)[NH:5][C:6]([O:8][C:9]([CH3:12])([CH3:11])[CH3:10])=[O:7].[Cl:22][C:23]1[CH:31]=[CH:30][CH:29]=[C:28]([Cl:32])[C:24]=1[C:25](Cl)=[O:26].C(N(C(C)C)CC)(C)C. (6) Given the product [NH2:1][C:2]1([CH2:15][CH2:16][OH:17])[C:11]2[C:6](=[CH:7][CH:8]=[C:9]([Br:12])[CH:10]=2)[CH2:5][C:4]([CH3:13])([CH3:14])[CH2:3]1, predict the reactants needed to synthesize it. The reactants are: [NH2:1][C:2]1([CH2:15][C:16](OC)=[O:17])[C:11]2[C:6](=[CH:7][CH:8]=[C:9]([Br:12])[CH:10]=2)[CH2:5][C:4]([CH3:14])([CH3:13])[CH2:3]1.[H-].[Al+3].[Li+].[H-].[H-].[H-]. (7) Given the product [OH:37][CH:36]([CH3:43])[CH2:35][O:34][C@H:31]1[CH2:32][CH2:33][C@H:28]([N:18]2[C:17](=[O:42])[C:16]([CH2:15][C:12]3[CH:13]=[CH:14][C:9]([C:4]4[C:3]([C:1]#[N:2])=[CH:8][CH:7]=[CH:6][CH:5]=4)=[CH:10][CH:11]=3)=[C:21]([CH2:22][CH2:23][CH3:24])[N:20]3[N:25]=[CH:26][CH:27]=[C:19]23)[CH2:29][CH2:30]1, predict the reactants needed to synthesize it. The reactants are: [C:1]([C:3]1[CH:8]=[CH:7][CH:6]=[CH:5][C:4]=1[C:9]1[CH:14]=[CH:13][C:12]([CH2:15][C:16]2[C:17](=[O:42])[N:18]([C@H:28]3[CH2:33][CH2:32][C@H:31]([O:34][CH2:35][C:36](N(OC)C)=[O:37])[CH2:30][CH2:29]3)[C:19]3[N:20]([N:25]=[CH:26][CH:27]=3)[C:21]=2[CH2:22][CH2:23][CH3:24])=[CH:11][CH:10]=1)#[N:2].[CH3:43][Mg]Br.C(OCC)(=O)C.[Cl-].[NH4+]. (8) Given the product [CH3:15][N:10]1[C:11]([CH3:14])([CH3:13])[CH2:12][CH:8]([C:5]2[CH:4]=[CH:3][C:2]([C:18]#[C:17][C:19]3[CH:24]=[CH:23][CH:22]=[CH:21][CH:20]=3)=[CH:7][N:6]=2)[C:9]1=[O:16], predict the reactants needed to synthesize it. The reactants are: I[C:2]1[CH:3]=[CH:4][C:5]([CH:8]2[CH2:12][C:11]([CH3:14])([CH3:13])[N:10]([CH3:15])[C:9]2=[O:16])=[N:6][CH:7]=1.[C:17]([C:19]1[CH:24]=[CH:23][CH:22]=[CH:21][CH:20]=1)#[CH:18].C(N(CC)CC)C. (9) Given the product [CH2:1]([C:3]1[CH:9]=[CH:8][C:7]([N+:10]([O-:12])=[O:11])=[CH:6][C:4]=1[NH:5][S:20]([CH3:19])(=[O:22])=[O:21])[CH3:2], predict the reactants needed to synthesize it. The reactants are: [CH2:1]([C:3]1[CH:9]=[CH:8][C:7]([N+:10]([O-:12])=[O:11])=[CH:6][C:4]=1[NH2:5])[CH3:2].N1C=CC=CC=1.[CH3:19][S:20](Cl)(=[O:22])=[O:21]. (10) Given the product [CH2:24]([N:26]([CH2:12][CH:13]1[O:18][C:17]2[CH:19]=[C:20]([F:23])[CH:21]=[CH:22][C:16]=2[O:15][CH2:14]1)[CH2:27][CH2:28][CH3:29])[CH3:25], predict the reactants needed to synthesize it. The reactants are: CC1C=CC(S(O[CH2:12][CH:13]2[O:18][C:17]3[CH:19]=[C:20]([F:23])[CH:21]=[CH:22][C:16]=3[O:15][CH2:14]2)(=O)=O)=CC=1.[CH2:24]([NH:26][CH2:27][CH2:28][CH3:29])[CH3:25].